From a dataset of Catalyst prediction with 721,799 reactions and 888 catalyst types from USPTO. Predict which catalyst facilitates the given reaction. Reactant: CS(O[CH2:6][C:7]1[CH:8]=[N:9][CH:10]=[C:11]([C:13]([F:16])([F:15])[F:14])[CH:12]=1)(=O)=O.[C-:17]#[N:18].[K+]. Product: [F:14][C:13]([F:16])([F:15])[C:11]1[CH:12]=[C:7]([CH2:6][C:17]#[N:18])[CH:8]=[N:9][CH:10]=1. The catalyst class is: 197.